Predict the reactants needed to synthesize the given product. From a dataset of Full USPTO retrosynthesis dataset with 1.9M reactions from patents (1976-2016). The reactants are: [Br:1]N1C(=O)CCC1=O.[CH2:9]([N:13]([CH2:20][CH2:21][CH2:22][CH3:23])[C:14]1[CH:19]=[CH:18][CH:17]=[CH:16][CH:15]=1)[CH2:10][CH2:11][CH3:12].O. Given the product [Br:1][C:17]1[CH:18]=[CH:19][C:14]([N:13]([CH2:20][CH2:21][CH2:22][CH3:23])[CH2:9][CH2:10][CH2:11][CH3:12])=[CH:15][CH:16]=1, predict the reactants needed to synthesize it.